This data is from Full USPTO retrosynthesis dataset with 1.9M reactions from patents (1976-2016). The task is: Predict the reactants needed to synthesize the given product. (1) Given the product [S:1]1[C:5]([C:6]2[N:10]3[CH2:11][CH2:12][NH:13][CH2:14][C:9]3=[N:8][N:7]=2)=[N:4][CH:3]=[N:2]1, predict the reactants needed to synthesize it. The reactants are: [S:1]1[C:5]([C:6]2[N:10]3[CH2:11][CH2:12][N:13](C(OC(C)(C)C)=O)[CH2:14][C:9]3=[N:8][N:7]=2)=[N:4][CH:3]=[N:2]1.Cl. (2) Given the product [F:21][C:2]([F:1])([F:20])[C:3]1[CH:4]=[C:5]([C@H:13]2[O:17][C:16](=[O:18])[N:15]([CH2:33][C:26]3[C:25]([Br:24])=[C:30]([CH3:31])[CH:29]=[C:28]([Cl:32])[N:27]=3)[C@H:14]2[CH3:19])[CH:6]=[C:7]([C:9]([F:10])([F:11])[F:12])[CH:8]=1, predict the reactants needed to synthesize it. The reactants are: [F:1][C:2]([F:21])([F:20])[C:3]1[CH:4]=[C:5]([C@H:13]2[O:17][C:16](=[O:18])[NH:15][C@H:14]2[CH3:19])[CH:6]=[C:7]([C:9]([F:12])([F:11])[F:10])[CH:8]=1.[H-].[Na+].[Br:24][C:25]1[C:26]([CH2:33]Br)=[N:27][C:28]([Cl:32])=[CH:29][C:30]=1[CH3:31].